Dataset: NCI-60 drug combinations with 297,098 pairs across 59 cell lines. Task: Regression. Given two drug SMILES strings and cell line genomic features, predict the synergy score measuring deviation from expected non-interaction effect. (1) Drug 1: CC1C(C(CC(O1)OC2CC(OC(C2O)C)OC3=CC4=CC5=C(C(=O)C(C(C5)C(C(=O)C(C(C)O)O)OC)OC6CC(C(C(O6)C)O)OC7CC(C(C(O7)C)O)OC8CC(C(C(O8)C)O)(C)O)C(=C4C(=C3C)O)O)O)O. Drug 2: CC(C)CN1C=NC2=C1C3=CC=CC=C3N=C2N. Cell line: SF-268. Synergy scores: CSS=35.3, Synergy_ZIP=0.131, Synergy_Bliss=-1.04, Synergy_Loewe=-2.15, Synergy_HSA=-2.06. (2) Drug 1: CS(=O)(=O)C1=CC(=C(C=C1)C(=O)NC2=CC(=C(C=C2)Cl)C3=CC=CC=N3)Cl. Synergy scores: CSS=18.5, Synergy_ZIP=-10.1, Synergy_Bliss=-8.41, Synergy_Loewe=-42.9, Synergy_HSA=-7.62. Cell line: CAKI-1. Drug 2: CCC1(C2=C(COC1=O)C(=O)N3CC4=CC5=C(C=CC(=C5CN(C)C)O)N=C4C3=C2)O.Cl. (3) Drug 1: C1=NC(=NC(=O)N1C2C(C(C(O2)CO)O)O)N. Drug 2: CC12CCC3C(C1CCC2O)C(CC4=C3C=CC(=C4)O)CCCCCCCCCS(=O)CCCC(C(F)(F)F)(F)F. Cell line: SF-268. Synergy scores: CSS=1.88, Synergy_ZIP=1.14, Synergy_Bliss=4.20, Synergy_Loewe=3.51, Synergy_HSA=3.51. (4) Drug 1: C1=CC=C(C(=C1)C(C2=CC=C(C=C2)Cl)C(Cl)Cl)Cl. Drug 2: CC12CCC3C(C1CCC2OP(=O)(O)O)CCC4=C3C=CC(=C4)OC(=O)N(CCCl)CCCl.[Na+]. Cell line: MDA-MB-231. Synergy scores: CSS=-0.732, Synergy_ZIP=-1.24, Synergy_Bliss=-4.37, Synergy_Loewe=-8.01, Synergy_HSA=-8.16. (5) Drug 1: CN(C)C1=NC(=NC(=N1)N(C)C)N(C)C. Drug 2: CC1=C(C(=CC=C1)Cl)NC(=O)C2=CN=C(S2)NC3=CC(=NC(=N3)C)N4CCN(CC4)CCO. Cell line: OVCAR-8. Synergy scores: CSS=7.53, Synergy_ZIP=-1.73, Synergy_Bliss=2.57, Synergy_Loewe=-9.74, Synergy_HSA=0.413. (6) Drug 1: CC1C(C(=O)NC(C(=O)N2CCCC2C(=O)N(CC(=O)N(C(C(=O)O1)C(C)C)C)C)C(C)C)NC(=O)C3=C4C(=C(C=C3)C)OC5=C(C(=O)C(=C(C5=N4)C(=O)NC6C(OC(=O)C(N(C(=O)CN(C(=O)C7CCCN7C(=O)C(NC6=O)C(C)C)C)C)C(C)C)C)N)C. Drug 2: C(CC(=O)O)C(=O)CN.Cl. Cell line: PC-3. Synergy scores: CSS=22.1, Synergy_ZIP=-5.13, Synergy_Bliss=-1.96, Synergy_Loewe=-7.35, Synergy_HSA=-0.695. (7) Drug 1: C1=CC(=CC=C1CCC2=CNC3=C2C(=O)NC(=N3)N)C(=O)NC(CCC(=O)O)C(=O)O. Drug 2: C1=C(C(=O)NC(=O)N1)N(CCCl)CCCl. Cell line: HOP-62. Synergy scores: CSS=43.9, Synergy_ZIP=-0.780, Synergy_Bliss=3.22, Synergy_Loewe=-5.66, Synergy_HSA=4.57.